Predict the product of the given reaction. From a dataset of Forward reaction prediction with 1.9M reactions from USPTO patents (1976-2016). (1) Given the reactants [Br:1][C:2]1[CH:3]=[CH:4][C:5]2[C:6]3[N:14]=[C:13](Cl)[N:12]=[C:11]([N:16]4[CH2:21][CH2:20][NH:19][CH2:18][CH2:17]4)[C:7]=3[NH:8][C:9]=2[CH:10]=1.[CH3:22][CH2:23][O-:24].[Na+], predict the reaction product. The product is: [Br:1][C:2]1[CH:3]=[CH:4][C:5]2[C:6]3[N:14]=[C:13]([O:24][CH2:23][CH3:22])[N:12]=[C:11]([N:16]4[CH2:21][CH2:20][NH:19][CH2:18][CH2:17]4)[C:7]=3[NH:8][C:9]=2[CH:10]=1. (2) Given the reactants [CH2:1]([O:3][C:4](=[O:21])[CH2:5][C:6]1[NH:7][C:8]2[C:13]([C:14]=1[S:15][CH3:16])=[CH:12][C:11]([O:17][CH2:18][CH:19]=[CH2:20])=[CH:10][CH:9]=2)[CH3:2].[CH2:22](Br)[C:23]1[CH:28]=[CH:27][CH:26]=[CH:25][CH:24]=1, predict the reaction product. The product is: [CH2:1]([O:3][C:4](=[O:21])[CH:5]([C:6]1[NH:7][C:8]2[C:13]([C:14]=1[S:15][CH3:16])=[CH:12][C:11]([O:17][CH2:18][CH:19]=[CH2:20])=[CH:10][CH:9]=2)[CH2:22][C:23]1[CH:28]=[CH:27][CH:26]=[CH:25][CH:24]=1)[CH3:2]. (3) Given the reactants Br[CH2:2][C:3]1[N:4]([CH3:28])[C:5]2[C:10]([N:11]=1)=[C:9]([N:12]1[CH2:17][CH2:16][O:15][CH2:14][CH2:13]1)[N:8]=[C:7]([N:18]1[C:22]3[CH:23]=[CH:24][CH:25]=[CH:26][C:21]=3[N:20]=[C:19]1[CH3:27])[N:6]=2.[NH:29]1[CH2:33][CH2:32][C@H:31]([CH2:34][OH:35])[CH2:30]1, predict the reaction product. The product is: [CH3:28][N:4]1[C:3]([CH2:2][N:29]2[CH2:33][CH2:32][C@H:31]([CH2:34][OH:35])[CH2:30]2)=[N:11][C:10]2[C:5]1=[N:6][C:7]([N:18]1[C:22]3[CH:23]=[CH:24][CH:25]=[CH:26][C:21]=3[N:20]=[C:19]1[CH3:27])=[N:8][C:9]=2[N:12]1[CH2:17][CH2:16][O:15][CH2:14][CH2:13]1.